Dataset: Reaction yield outcomes from USPTO patents with 853,638 reactions. Task: Predict the reaction yield, written as a fraction of the theoretical maximum amount of product (1.0 means a 100% yield; for example, 0.34 means a 34% yield). (1) The product is [CH:8]([N:11]1[C:15]([C:16]2[N:25]=[C:24]3[C:23]4[CH:26]=[CH:27][C:28]([CH:30]5[CH2:35][CH2:34][N:33]([CH:37]([CH3:39])[CH3:36])[CH2:32][CH2:31]5)=[CH:29][C:22]=4[O:21][CH2:20][CH2:19][N:18]3[CH:17]=2)=[N:14][CH:13]=[N:12]1)([CH3:10])[CH3:9]. The catalyst is ClCCCl.C(Cl)Cl.C(=O)([O-])O.[Na+]. The reactants are FC(F)(F)C(O)=O.[CH:8]([N:11]1[C:15]([C:16]2[N:25]=[C:24]3[N:18]([CH2:19][CH2:20][O:21][C:22]4[CH:29]=[C:28]([CH:30]5[CH2:35][CH2:34][NH:33][CH2:32][CH2:31]5)[CH:27]=[CH:26][C:23]=43)[CH:17]=2)=[N:14][CH:13]=[N:12]1)([CH3:10])[CH3:9].[CH3:36][C:37]([CH3:39])=O.C(O[BH-](OC(=O)C)OC(=O)C)(=O)C.[Na+]. The yield is 0.0800. (2) The reactants are [C:1]([C:5]1[CH:10]=[CH:9][CH:8]=[CH:7][C:6]=1[N:11]1[CH2:15][CH2:14][CH2:13][CH2:12]1)([CH3:4])([CH3:3])[CH3:2].OS(O)(=O)=O.[N+:21]([O-])([O-:23])=[O:22].[K+]. No catalyst specified. The product is [C:1]([C:5]1[CH:10]=[CH:9][C:8]([N+:21]([O-:23])=[O:22])=[CH:7][C:6]=1[N:11]1[CH2:12][CH2:13][CH2:14][CH2:15]1)([CH3:4])([CH3:2])[CH3:3]. The yield is 0.760. (3) The product is [I:17][C:8]1[C:9]([C:12]([O:14][CH2:15][CH3:16])=[O:13])=[N:10][O:11][C:7]=1[C:1]1[CH:2]=[CH:3][CH:4]=[CH:5][CH:6]=1. The yield is 1.00. The reactants are [C:1]1([C:7]2[O:11][N:10]=[C:9]([C:12]([O:14][CH2:15][CH3:16])=[O:13])[CH:8]=2)[CH:6]=[CH:5][CH:4]=[CH:3][CH:2]=1.[I:17]N1C(=O)CCC1=O. The catalyst is FC(F)(F)C(O)=O. (4) The reactants are [Cl:1][C:2]1[CH:3]=[CH:4][C:5]([O:18][CH2:19][C:20]2[CH:25]=[CH:24][C:23]([Cl:26])=[CH:22][C:21]=2[F:27])=[C:6]([CH2:8][C:9]2[N:14]=[C:13]([C:15]([NH2:17])=O)[CH:12]=[CH:11][CH:10]=2)[CH:7]=1. The catalyst is P(Cl)(Cl)(Cl)=O. The product is [Cl:1][C:2]1[CH:3]=[CH:4][C:5]([O:18][CH2:19][C:20]2[CH:25]=[CH:24][C:23]([Cl:26])=[CH:22][C:21]=2[F:27])=[C:6]([CH2:8][C:9]2[N:14]=[C:13]([C:15]#[N:17])[CH:12]=[CH:11][CH:10]=2)[CH:7]=1. The yield is 0.850. (5) The reactants are [CH3:1][O:2][C:3]([C:5]1[CH:6]=[N+:7]([CH3:15])[CH:8]=[C:9]([C:11]([O:13][CH3:14])=[O:12])[CH:10]=1)=[O:4].S(S([O-])=O)([O-])=O.[Na+].[Na+]. The catalyst is C(=O)(O)[O-].[Na+]. The product is [CH3:15][N:7]1[CH:8]=[C:9]([C:11]([O:13][CH3:14])=[O:12])[CH2:10][C:5]([C:3]([O:2][CH3:1])=[O:4])=[CH:6]1. The yield is 0.840.